This data is from Full USPTO retrosynthesis dataset with 1.9M reactions from patents (1976-2016). The task is: Predict the reactants needed to synthesize the given product. (1) Given the product [CH2:1]([O:8][N:9]1[C:14]2[N:15]=[CH:16][N:17]=[CH:18][C:13]=2[C:12]([OH:19])=[C:11]([I:21])[C:10]1=[O:20])[C:2]1[CH:3]=[CH:4][CH:5]=[CH:6][CH:7]=1, predict the reactants needed to synthesize it. The reactants are: [CH2:1]([O:8][N:9]1[C:14]2[N:15]=[CH:16][N:17]=[CH:18][C:13]=2[C:12]([OH:19])=[CH:11][C:10]1=[O:20])[C:2]1[CH:7]=[CH:6][CH:5]=[CH:4][CH:3]=1.[I:21]N1C(=O)CCC1=O.C(OCC)(=O)C.Cl. (2) Given the product [Br:1][C:2]1[C:11]2[C:6](=[CH:7][CH:8]=[CH:9][CH:10]=2)[CH:5]=[N:4][C:3]=1[CH:13]([N:15]1[C:23](=[O:24])[C:22]2[C:17](=[CH:18][CH:19]=[CH:20][CH:21]=2)[C:16]1=[O:25])[CH3:14], predict the reactants needed to synthesize it. The reactants are: [Br:1][C:2]1[C:11]2[C:6](=[CH:7][CH:8]=[CH:9][CH:10]=2)[CH:5]=[N+:4]([O-])[C:3]=1[CH:13]([N:15]1[C:23](=[O:24])[C:22]2[C:17](=[CH:18][CH:19]=[CH:20][CH:21]=2)[C:16]1=[O:25])[CH3:14].